From a dataset of Full USPTO retrosynthesis dataset with 1.9M reactions from patents (1976-2016). Predict the reactants needed to synthesize the given product. Given the product [CH2:2]([C:1]12[CH2:11][CH:6]3[CH2:7][CH:8]([CH2:10][CH:3]([NH:4][C:5]3=[O:12])[CH2:2]1)[CH2:9]2)[CH:1]([CH3:11])[CH3:9], predict the reactants needed to synthesize it. The reactants are: [CH:1]12[CH2:11][CH:6]3[CH2:7][CH:8]([CH2:10][CH:3]([NH:4][C:5]3=[O:12])[CH2:2]1)[CH2:9]2.[H-].[Na+].